This data is from NCI-60 drug combinations with 297,098 pairs across 59 cell lines. The task is: Regression. Given two drug SMILES strings and cell line genomic features, predict the synergy score measuring deviation from expected non-interaction effect. Drug 1: C(=O)(N)NO. Synergy scores: CSS=-5.81, Synergy_ZIP=2.97, Synergy_Bliss=3.45, Synergy_Loewe=-1.58, Synergy_HSA=-1.57. Drug 2: CC(C)NC(=O)C1=CC=C(C=C1)CNNC.Cl. Cell line: HCT116.